This data is from Full USPTO retrosynthesis dataset with 1.9M reactions from patents (1976-2016). The task is: Predict the reactants needed to synthesize the given product. Given the product [Cl:10][C:11]1[CH:12]=[CH:13][C:14]([NH:19][C:18]([C:20]2[C:29]3[C:24](=[CH:25][CH:26]=[CH:27][CH:28]=3)[CH:23]=[CH:22][CH:21]=2)=[O:17])=[C:15]([C:16]([N:32]2[CH2:37][CH2:36][CH2:35][CH2:34][CH:33]2[CH2:38][N:39]2[CH2:44][CH2:43][CH2:42][CH2:41][CH2:40]2)=[O:30])[CH:31]=1, predict the reactants needed to synthesize it. The reactants are: C(N(C(C)C)CC)(C)C.[Cl:10][C:11]1[CH:12]=[CH:13][C:14]2[N:19]=[C:18]([C:20]3[C:29]4[C:24](=[CH:25][CH:26]=[CH:27][CH:28]=4)[CH:23]=[CH:22][CH:21]=3)[O:17][C:16](=[O:30])[C:15]=2[CH:31]=1.[NH:32]1[CH2:37][CH2:36][CH2:35][CH2:34][CH:33]1[CH2:38][N:39]1[CH2:44][CH2:43][CH2:42][CH2:41][CH2:40]1.